Dataset: Reaction yield outcomes from USPTO patents with 853,638 reactions. Task: Predict the reaction yield, written as a fraction of the theoretical maximum amount of product (1.0 means a 100% yield; for example, 0.34 means a 34% yield). (1) The reactants are [Li+].C[Si]([N-][Si](C)(C)C)(C)C.C1(C)C=CC=CC=1.Cl[C:19]1[C:24]([Cl:25])=[N:23][CH:22]=[CH:21][N:20]=1.[C:26]([O:29][CH2:30][CH3:31])(=[O:28])[CH3:27]. The catalyst is [Cl-].[NH4+]. The product is [Cl:25][C:24]1[C:19]([CH2:27][C:26]([O:29][CH2:30][CH3:31])=[O:28])=[N:20][CH:21]=[CH:22][N:23]=1. The yield is 0.310. (2) The reactants are Br[C:2]1[CH:7]=[CH:6][C:5]([N+:8]([O-:10])=[O:9])=[CH:4][C:3]=1[CH3:11].CCN(C(C)C)C(C)C.[C:21]([O:25][CH3:26])(=[O:24])[CH:22]=[CH2:23].C1(C)C=CC=CC=1P(C1C=CC=CC=1C)C1C=CC=CC=1C. The catalyst is C(#N)CC.CC([O-])=O.CC([O-])=O.[Pd+2]. The product is [CH3:26][O:25][C:21](=[O:24])[CH:22]=[CH:23][C:2]1[CH:7]=[CH:6][C:5]([N+:8]([O-:10])=[O:9])=[CH:4][C:3]=1[CH3:11]. The yield is 0.910. (3) The yield is 0.156. The reactants are [C:1]([C:3]1[CH:4]=[C:5]2[C:10](=[CH:11][C:12]=1[OH:13])[N:9]=[CH:8][CH:7]=[C:6]2[O:14][C:15]1[CH:20]=[CH:19][C:18]([NH:21][C:22]([NH:24][CH:25]2[CH2:27][CH2:26]2)=[O:23])=[C:17]([Cl:28])[CH:16]=1)#[N:2].[Br:29][CH2:30][CH2:31][CH2:32]Br. The product is [Br:29][CH2:30][CH2:31][CH2:32][O:13][C:12]1[CH:11]=[C:10]2[C:5]([C:6]([O:14][C:15]3[CH:20]=[CH:19][C:18]([NH:21][C:22]([NH:24][CH:25]4[CH2:26][CH2:27]4)=[O:23])=[C:17]([Cl:28])[CH:16]=3)=[CH:7][CH:8]=[N:9]2)=[CH:4][C:3]=1[C:1]#[N:2]. No catalyst specified.